This data is from Forward reaction prediction with 1.9M reactions from USPTO patents (1976-2016). The task is: Predict the product of the given reaction. (1) Given the reactants [CH3:1][C:2]1([CH3:14])[CH2:8][CH2:7][CH2:6][O:5][C:4]2[C:9]([NH2:13])=[CH:10][CH:11]=[CH:12][C:3]1=2.Cl[C:16]1[N:21]=[C:20]([NH:22][C:23]2[CH:32]=[CH:31][CH:30]=[CH:29][C:24]=2[O:25][CH2:26][C:27]#[N:28])[C:19]([Cl:33])=[CH:18][N:17]=1, predict the reaction product. The product is: [Cl:33][C:19]1[C:20]([NH:22][C:23]2[CH:32]=[CH:31][CH:30]=[CH:29][C:24]=2[O:25][CH2:26][C:27]#[N:28])=[N:21][C:16]([NH:13][C:9]2[C:4]3[O:5][CH2:6][CH2:7][CH2:8][C:2]([CH3:14])([CH3:1])[C:3]=3[CH:12]=[CH:11][CH:10]=2)=[N:17][CH:18]=1. (2) Given the reactants [Cl:1][C:2]1[CH:9]=[C:8]([OH:10])[C:7]([Cl:11])=[CH:6][C:3]=1[C:4]#[N:5].[H-].[Na+].[CH2:14](Br)[CH:15]=[CH2:16], predict the reaction product. The product is: [CH2:16]([O:10][C:8]1[C:7]([Cl:11])=[CH:6][C:3]([C:4]#[N:5])=[C:2]([Cl:1])[CH:9]=1)[CH:15]=[CH2:14]. (3) Given the reactants [NH2:1][C:2]1[CH:7]=[CH:6][C:5]([OH:8])=[CH:4][C:3]=1[O:9][CH2:10][C:11]([CH3:13])=[CH2:12].C(N(CC)CC)C.[C:21](Cl)(=[O:23])[CH3:22].[CH3:25][CH:26]1CCC[O:27]1, predict the reaction product. The product is: [C:21]([NH:1][C:2]1[CH:7]=[CH:6][C:5]([O:8][C:26](=[O:27])[CH3:25])=[CH:4][C:3]=1[O:9][CH2:10][C:11]([CH3:13])=[CH2:12])(=[O:23])[CH3:22]. (4) Given the reactants [Br:1][C:2]1[CH:7]=[CH:6][C:5]([OH:8])=[C:4]([CH3:9])[CH:3]=1.C([O-])([O-])=O.[K+].[K+].[CH2:16](Br)[C:17]1[CH:22]=[CH:21][CH:20]=[CH:19][CH:18]=1, predict the reaction product. The product is: [CH2:16]([O:8][C:5]1[CH:6]=[CH:7][C:2]([Br:1])=[CH:3][C:4]=1[CH3:9])[C:17]1[CH:22]=[CH:21][CH:20]=[CH:19][CH:18]=1. (5) Given the reactants [NH:1]1[C:5]2[CH:6]=[C:7]([C:10]3[O:14][C:13]([SH:15])=[N:12][N:11]=3)[CH:8]=[CH:9][C:4]=2[N:3]=[CH:2]1.[Cl:16][C:17]1[CH:24]=[CH:23][C:20]([CH2:21]Cl)=[CH:19][CH:18]=1, predict the reaction product. The product is: [Cl:16][C:17]1[CH:24]=[CH:23][C:20]([CH2:21][S:15][C:13]2[O:14][C:10]([C:7]3[CH:8]=[CH:9][C:4]4[NH:3][CH:2]=[N:1][C:5]=4[CH:6]=3)=[N:11][N:12]=2)=[CH:19][CH:18]=1. (6) Given the reactants [CH:1]1([CH:7]([NH:27][C:28]2[CH:33]=[CH:32][C:31]([C:34]([N:36](C)[CH2:37][CH2:38][C:39]([O:41]CC)=[O:40])=[O:35])=[CH:30][CH:29]=2)[C:8]2[O:9][C:10]3[CH:17]=[CH:16][C:15]([O:18][CH2:19][C:20]4[CH:25]=[CH:24][N:23]=[C:22]([F:26])[CH:21]=4)=[CH:14][C:11]=3[C:12]=2[CH3:13])[CH2:6][CH2:5][CH2:4][CH2:3][CH2:2]1.[OH-].[Na+], predict the reaction product. The product is: [CH:1]1([CH:7]([NH:27][C:28]2[CH:33]=[CH:32][C:31]([C:34]([NH:36][CH2:37][CH2:38][C:39]([OH:41])=[O:40])=[O:35])=[CH:30][CH:29]=2)[C:8]2[O:9][C:10]3[CH:17]=[CH:16][C:15]([O:18][CH2:19][C:20]4[CH:25]=[CH:24][N:23]=[C:22]([F:26])[CH:21]=4)=[CH:14][C:11]=3[C:12]=2[CH3:13])[CH2:6][CH2:5][CH2:4][CH2:3][CH2:2]1. (7) Given the reactants [F:1][C:2]1[CH:3]=[C:4]([CH:7]=[CH:8][C:9]=1[OH:10])[C:5]#[N:6].[OH-:11].[K+], predict the reaction product. The product is: [F:1][C:2]1[CH:3]=[C:4]([CH:7]=[CH:8][C:9]=1[OH:10])[C:5]([NH2:6])=[O:11].